This data is from Retrosynthesis with 50K atom-mapped reactions and 10 reaction types from USPTO. The task is: Predict the reactants needed to synthesize the given product. (1) Given the product CN1CCN([C@H]2CC[C@@H](n3nc(-c4ccc(C(=O)NCCc5ccccc5)cc4)c4c(N)ncnc43)CC2)CC1, predict the reactants needed to synthesize it. The reactants are: CN1CCN([C@H]2CC[C@@H](n3nc(I)c4c(N)ncnc43)CC2)CC1.O=C(NCCc1ccccc1)c1ccc(B(O)O)cc1. (2) Given the product CS(=O)(=O)N1CCC(=O)c2ccccc21, predict the reactants needed to synthesize it. The reactants are: CS(=O)(=O)Cl.O=C1CCNc2ccccc21. (3) Given the product CC(Oc1ccc(Oc2ccc(C(F)(F)F)cc2)cc1)C(=O)O, predict the reactants needed to synthesize it. The reactants are: CC(Cl)C(=O)O.Oc1ccc(Oc2ccc(C(F)(F)F)cc2)cc1.